From a dataset of Forward reaction prediction with 1.9M reactions from USPTO patents (1976-2016). Predict the product of the given reaction. (1) The product is: [O:31]=[C:15]([N:12]1[CH2:11][CH2:10][N:9]([C:7]2[S:8][C:4]3[CH:3]=[C:2]([C:39]4[CH:40]=[CH:41][C:36]([C:35]([F:46])([F:45])[F:34])=[CH:37][CH:38]=4)[CH:33]=[CH:32][C:5]=3[N:6]=2)[CH2:14][CH2:13]1)[C@@H:16]([NH:23][C:24](=[O:30])[O:25][C:26]([CH3:29])([CH3:27])[CH3:28])[CH2:17][C:18]1[S:19][CH:20]=[CH:21][CH:22]=1. Given the reactants Br[C:2]1[CH:33]=[CH:32][C:5]2[N:6]=[C:7]([N:9]3[CH2:14][CH2:13][N:12]([C:15](=[O:31])[C@@H:16]([NH:23][C:24](=[O:30])[O:25][C:26]([CH3:29])([CH3:28])[CH3:27])[CH2:17][C:18]4[S:19][CH:20]=[CH:21][CH:22]=4)[CH2:11][CH2:10]3)[S:8][C:4]=2[CH:3]=1.[F:34][C:35]([F:46])([F:45])[C:36]1[CH:41]=[CH:40][C:39](B(O)O)=[CH:38][CH:37]=1.C(=O)([O-])[O-].[K+].[K+], predict the reaction product. (2) Given the reactants [C:1]([O:4][C:5]1[CH:6]=[C:7]2[C:12](=[CH:13][C:14]=1[O:15][CH3:16])[N:11]=[CH:10][N:9]=[C:8]2[NH:17][C:18]1[CH:23]=[CH:22][C:21]([F:24])=[C:20]([Cl:25])[CH:19]=1)(=O)[CH3:2].C([O-])([O-])=O.[K+].[K+].ClCC[CH2:35][N:36]1[CH2:41][CH2:40][N:39]2[C:42]([C:45]([F:48])([F:47])[F:46])=[N:43][N:44]=[C:38]2[CH2:37]1, predict the reaction product. The product is: [Cl:25][C:20]1[CH:19]=[C:18]([NH:17][C:8]2[C:7]3[C:12](=[CH:13][C:14]([O:15][CH3:16])=[C:5]([O:4][CH2:1][CH2:2][CH2:35][N:36]4[CH2:41][CH2:40][N:39]5[C:42]([C:45]([F:48])([F:46])[F:47])=[N:43][N:44]=[C:38]5[CH2:37]4)[CH:6]=3)[N:11]=[CH:10][N:9]=2)[CH:23]=[CH:22][C:21]=1[F:24]. (3) Given the reactants C([N:5]1[C:9]2[N:10]=[C:11]([Cl:14])[N:12]=[CH:13][C:8]=2[CH:7]=[C:6]1[C:15]1[C:20]([Cl:21])=[CH:19][CH:18]=[CH:17][C:16]=1[Cl:22])(C)(C)C, predict the reaction product. The product is: [Cl:14][C:11]1[N:12]=[CH:13][C:8]2[CH:7]=[C:6]([C:15]3[C:20]([Cl:21])=[CH:19][CH:18]=[CH:17][C:16]=3[Cl:22])[NH:5][C:9]=2[N:10]=1. (4) Given the reactants I[C:2]1[C:10]2[CH:9]=[N:8][CH:7]=[N:6][C:5]=2[N:4]([CH:11]([CH3:13])[CH3:12])[CH:3]=1.C([Mg]Cl)(C)C.[Br:19][C:20]1[CH:21]=[N:22][CH:23]=[C:24]([CH:31]=1)[C:25](N(OC)C)=[O:26], predict the reaction product. The product is: [Br:19][C:20]1[CH:31]=[C:24]([C:25]([C:2]2[C:10]3[CH:9]=[N:8][CH:7]=[N:6][C:5]=3[N:4]([CH:11]([CH3:13])[CH3:12])[CH:3]=2)=[O:26])[CH:23]=[N:22][CH:21]=1. (5) Given the reactants [CH3:1][CH:2]([C:4]1[NH:8][C:7]([C:9]([O:11][CH2:12][CH3:13])=[O:10])=[N:6][CH:5]=1)[CH3:3].C1C(=O)N([Cl:21])C(=O)C1, predict the reaction product. The product is: [Cl:21][C:5]1[N:6]=[C:7]([C:9]([O:11][CH2:12][CH3:13])=[O:10])[NH:8][C:4]=1[CH:2]([CH3:1])[CH3:3]. (6) Given the reactants Br[CH2:2][C:3]([C:5]1[CH:12]=[CH:11][C:8]([C:9]#[N:10])=[CH:7][CH:6]=1)=O.[S-:13][C:14]#[N:15].[Na+].[CH3:17][O:18][C:19](=[O:30])[C@H:20]([CH2:22][C:23]1[CH:28]=[CH:27][C:26]([OH:29])=[CH:25][CH:24]=1)[NH2:21], predict the reaction product. The product is: [C:9]([C:8]1[CH:11]=[CH:12][C:5]([C:3]2[N:15]=[C:14]([NH:21][C@@H:20]([CH2:22][C:23]3[CH:24]=[CH:25][C:26]([OH:29])=[CH:27][CH:28]=3)[C:19]([O:18][CH3:17])=[O:30])[S:13][CH:2]=2)=[CH:6][CH:7]=1)#[N:10]. (7) Given the reactants [Br:1][C:2]1[CH:10]=[CH:9][C:5]([C:6](O)=[O:7])=[C:4]([F:11])[C:3]=1F.CN(C(ON1N=NC2C=CC=CC1=2)=[N+](C)C)C.[F:30][P-](F)(F)(F)(F)F.[NH2:37][CH:38]1[CH2:43][CH2:42][N:41]([CH3:44])[CH2:40][CH2:39]1.CCN(C(C)C)C(C)C.[OH-].[Na+], predict the reaction product. The product is: [Br:1][C:2]1[CH:3]=[C:4]([F:11])[C:5]([C:6]([NH:37][CH:38]2[CH2:43][CH2:42][N:41]([CH3:44])[CH2:40][CH2:39]2)=[O:7])=[C:9]([F:30])[CH:10]=1. (8) Given the reactants [NH2:1][C:2]1[C:3]([N:9]2[CH2:14][CH2:13][N:12](C(OC(C)(C)C)=O)[CH2:11][CH2:10]2)=[N:4][CH:5]=[N:6][C:7]=1[SH:8].[F:22][C:23]1[CH:31]=[CH:30][C:26]([C:27](O)=O)=[CH:25][CH:24]=1, predict the reaction product. The product is: [F:22][C:23]1[CH:31]=[CH:30][C:26]([C:27]2[S:8][C:7]3[N:6]=[CH:5][N:4]=[C:3]([N:9]4[CH2:10][CH2:11][NH:12][CH2:13][CH2:14]4)[C:2]=3[N:1]=2)=[CH:25][CH:24]=1. (9) Given the reactants [CH:1]1([CH2:6][C@@H:7]([C:12]([N:14]2[CH:18]([C:19]([NH:21][C:22]3[CH:27]=[CH:26][CH:25]=[C:24]([CH2:28][CH3:29])[N:23]=3)=[O:20])[CH2:17][CH:16]=[N:15]2)=[O:13])[CH2:8][C:9]([OH:11])=O)[CH2:5][CH2:4][CH2:3][CH2:2]1.[C:30]1([CH2:36][O:37][NH2:38])[CH:35]=[CH:34][CH:33]=[CH:32][CH:31]=1.CN1CCOCC1.N1C2C(=NC=CC=2)N(O)N=1.C(Cl)CCl, predict the reaction product. The product is: [CH:1]1([CH2:6][C@H:7]([CH2:8][C:9](=[O:11])[NH:38][O:37][CH2:36][C:30]2[CH:35]=[CH:34][CH:33]=[CH:32][CH:31]=2)[C:12]([N:14]2[C@H:18]([C:19]([NH:21][C:22]3[CH:27]=[CH:26][CH:25]=[C:24]([CH2:28][CH3:29])[N:23]=3)=[O:20])[CH2:17][CH:16]=[N:15]2)=[O:13])[CH2:5][CH2:4][CH2:3][CH2:2]1.